Dataset: Catalyst prediction with 721,799 reactions and 888 catalyst types from USPTO. Task: Predict which catalyst facilitates the given reaction. (1) Reactant: O.[NH2:2][NH2:3].Cl[C:5]1[C:10]([CH3:11])=[CH:9][C:8]([N+:12]([O-:14])=[O:13])=[CH:7][N:6]=1. Product: [NH:2]([C:5]1[C:10]([CH3:11])=[CH:9][C:8]([N+:12]([O-:14])=[O:13])=[CH:7][N:6]=1)[NH2:3]. The catalyst class is: 14. (2) Reactant: [Br:1][C:2]1[CH:23]=[CH:22][C:5]([CH2:6][C:7]2[CH:8]=[N:9][C:10]3[N:11]([N:13]=[CH:14][C:15]=3[C:16]([NH:18][CH2:19][CH2:20][OH:21])=[O:17])[CH:12]=2)=[CH:4][CH:3]=1.[OH-].[K+].[C:26](#[N:29])[CH:27]=[CH2:28]. Product: [Br:1][C:2]1[CH:3]=[CH:4][C:5]([CH2:6][C:7]2[CH:8]=[N:9][C:10]3[N:11]([N:13]=[CH:14][C:15]=3[C:16]([NH:18][CH2:19][CH2:20][O:21][CH2:28][CH2:27][C:26]#[N:29])=[O:17])[CH:12]=2)=[CH:22][CH:23]=1. The catalyst class is: 12. (3) The catalyst class is: 8. Product: [Cl:20][C:11]1[C:9]2[C:10]3[C:2]([Cl:1])=[C:3]([Cl:25])[C:4]([Cl:24])=[C:5]([NH2:21])[C:6]=3[O:7][C:8]=2[C:14]([NH2:15])=[C:13]([Cl:18])[C:12]=1[Cl:19]. Reactant: [Cl:1][C:2]1[C:10]2[C:9]3[C:11]([Cl:20])=[C:12]([Cl:19])[C:13]([Cl:18])=[C:14]([N+:15]([O-])=O)[C:8]=3[O:7][C:6]=2[C:5]([N+:21]([O-])=O)=[C:4]([Cl:24])[C:3]=1[Cl:25].